Task: Binary Classification. Given a miRNA mature sequence and a target amino acid sequence, predict their likelihood of interaction.. Dataset: Experimentally validated miRNA-target interactions with 360,000+ pairs, plus equal number of negative samples (1) The miRNA is rno-miR-181b-5p with sequence AACAUUCAUUGCUGUCGGUGGGU. The protein sequence of the target gene is MKALIFAAAGLLLLLPTFCQSGMENDTNNLAKPTLPIKTFRGAPPNSFEEFPFSALEGWTGATITVKIKCPEESASHLHVKNATMGYLTSSLSTKLIPAIYLLVFVVGVPANAVTLWMLFFRTRSICTTVFYTNLAIADFLFCVTLPFKIAYHLNGNNWVFGEVLCRATTVIFYGNMYCSILLLACISINRYLAIVHPFTYRGLPKHTYALVTCGLVWATVFLYMLPFFILKQEYYLVQPDITTCHDVHNTCESSSPFQLYYFISLAFFGFLIPFVLIIYCYAAIIRTLNAYDHRWLWYV.... Result: 0 (no interaction). (2) The miRNA is hsa-miR-8081 with sequence CUUGAGUCGUGCCUUUCUGAAUG. The protein sequence of the target gene is MAPMGIRLSPLGVAVFFLLGLGVLYHLYSGFLAGRFSLFGLGSEPAAGEAEVASDGGTVDLREMLAVAVLAAERGGDEVRRVRESNVLHEKSKGKTREGADDKMTSGDVLSNRKMFYLLKTAFPNVQINTEEHVDASDKEVIVWNRKIPEDILKEIAAPKEVPAESVTVWIDPLDATQEYTEDLRKYVTTMVCVAVNGKPVLGVIHKPFSEYTAWAMVDGGSNVKARSSYNEKTPKIIVSRSHAGMVKQVALQTFGNQTSIIPAGGAGYKVLALLDVPDMTQEKADLYIHVTYIKKWDIC.... Result: 0 (no interaction). (3) The miRNA is hsa-miR-4501 with sequence UAUGUGACCUCGGAUGAAUCA. The protein sequence of the target gene is MSTKSMIRDVELAEEVLSEKAGGPQGSRSCLCLSLFSFLLVAGATTLFCLLHFGVIGPQREEQSPGGPSINSPLVQTLRSSSQASSNKPVAHVVADINSPGQLRWWDSYANALMANGVKLEDNQLVVPADGLYLIYSQVLFRGQGCPSTPLFLTHTISRIAVSYQTKVNILSAIKSPCHRETPEWAEAKPWYEPIYQGGVFQLEKGDRLSAEINLPDYLDYAESGQVYFGIIAL. Result: 0 (no interaction). (4) The miRNA is hsa-miR-3119 with sequence UGGCUUUUAACUUUGAUGGC. The protein sequence of the target gene is MAKPAATAAAASEELSQVPDEELLRWSKEELARRLRRAEGEKVGLMLEHGGLMRDVNRRLQQHLLEIRGLKDVNQRLQDDNQELRELCCFLDDDRQKGRKLAREWQRFGRHAAGAVWHEVARSQQKLRELEARQEALLRENLELKELVLLLDEERAALAATGAASGGGGGGGGAGSRSSIDSQASLSGPLSGGAPGAGARDVGDGSSTSSAGSGGSPDHHHHVPPPLLPPGPHKAPDGKAGATRRSLDDLSAPPHHRSIPNGLHDPSSTYIRQLESKVRLLEGDKLLAQQAGSGEFRTLR.... Result: 1 (interaction). (5) The miRNA is mmu-miR-7b-5p with sequence UGGAAGACUUGUGAUUUUGUUGUU. The protein sequence of the target gene is MIEDTMTLLSLLGRIMRYFLLRPETLFLLCISLALWSYFFHTDEVKTIVKSSRDAVKMVKGKVAEIMQNDRLGGLDVLEAEFSKTWEFKSHNVAVYSIQGRRDHMEDRFEVLTDLANKTHPSIFGIFDGHGGETAAEYVKSRLPEALKQHLQDYEKDKENSVLTYQTILEQQILSIDREMLEKLTVSYDEAGTTCLIALLSDKDLTVANVGDSRGVLCDKDGNAIPLSHDHKPYQLKERKRIKRAGGFISFNGSWRVQGILAMSRSLGDYPLKNLNVVIPDPDILTFDLDKLQPEFMILA.... Result: 1 (interaction). (6) Result: 0 (no interaction). The miRNA is cel-miR-51-5p with sequence UACCCGUAGCUCCUAUCCAUGUU. The protein sequence of the target gene is MATQVMGQSSGGGSLFNNSGNMGMALPNDMYDLHDLSKAELAAPQLIMLANVALTGEVNGSCCDYLVGEERQMAELMPVGDNHFSDSEGEGLEESAELKGDPSGLDNMELRSLELSVVEPQPVFEASAAPEVYSSNKDPAPEAPVAEDKCKNLKAKPFRCKPCQYEAESEEQFVHHIRVHSAKKFFVEESAEKQAKARESGASPSEEGEFSKGPIRCDRCGYNTNRYDHYTAHLKHHLRAGDNERVYKCIICTYTTVSEYHWRKHLRNHFPRKVYTCSKCNYFSTEKNNYVQHVRTHTGE....